Task: Regression. Given a peptide amino acid sequence and an MHC pseudo amino acid sequence, predict their binding affinity value. This is MHC class II binding data.. Dataset: Peptide-MHC class II binding affinity with 134,281 pairs from IEDB (1) The peptide sequence is DCSEYPKPDCTAEDR. The MHC is DRB1_0401 with pseudo-sequence DRB1_0401. The binding affinity (normalized) is 0. (2) The peptide sequence is ASTEYTPIGDNKA. The MHC is HLA-DQA10101-DQB10501 with pseudo-sequence HLA-DQA10101-DQB10501. The binding affinity (normalized) is 0.105. (3) The peptide sequence is FERQYKELQTQAEDDRR. The binding affinity (normalized) is 0.257. The MHC is DRB5_0101 with pseudo-sequence DRB5_0101. (4) The peptide sequence is LSSNDLAKYKANWIE. The MHC is DRB1_0401 with pseudo-sequence DRB1_0401. The binding affinity (normalized) is 0.260. (5) The peptide sequence is ESALNISGYNFSLSA. The MHC is DRB1_0101 with pseudo-sequence DRB1_0101. The binding affinity (normalized) is 0.671. (6) The peptide sequence is KCIEWEKAQHGA. The MHC is DRB3_0101 with pseudo-sequence DRB3_0101. The binding affinity (normalized) is 0.750. (7) The peptide sequence is RRRVMIQSSGGKLRL. The MHC is DRB1_0701 with pseudo-sequence DRB1_0701. The binding affinity (normalized) is 1.00.